From a dataset of NCI-60 drug combinations with 297,098 pairs across 59 cell lines. Regression. Given two drug SMILES strings and cell line genomic features, predict the synergy score measuring deviation from expected non-interaction effect. (1) Drug 1: CC(C)(C#N)C1=CC(=CC(=C1)CN2C=NC=N2)C(C)(C)C#N. Drug 2: CC1CCCC2(C(O2)CC(NC(=O)CC(C(C(=O)C(C1O)C)(C)C)O)C(=CC3=CSC(=N3)C)C)C. Cell line: MDA-MB-435. Synergy scores: CSS=56.5, Synergy_ZIP=2.24, Synergy_Bliss=0.629, Synergy_Loewe=-18.3, Synergy_HSA=-0.282. (2) Drug 1: CC1=C(C=C(C=C1)C(=O)NC2=CC(=CC(=C2)C(F)(F)F)N3C=C(N=C3)C)NC4=NC=CC(=N4)C5=CN=CC=C5. Drug 2: CC1=C2C(C(=O)C3(C(CC4C(C3C(C(C2(C)C)(CC1OC(=O)C(C(C5=CC=CC=C5)NC(=O)OC(C)(C)C)O)O)OC(=O)C6=CC=CC=C6)(CO4)OC(=O)C)O)C)O. Cell line: BT-549. Synergy scores: CSS=24.5, Synergy_ZIP=14.1, Synergy_Bliss=14.5, Synergy_Loewe=3.56, Synergy_HSA=6.00. (3) Drug 1: C1=CC(=C2C(=C1NCCNCCO)C(=O)C3=C(C=CC(=C3C2=O)O)O)NCCNCCO. Drug 2: CN(C)N=NC1=C(NC=N1)C(=O)N. Cell line: BT-549. Synergy scores: CSS=36.8, Synergy_ZIP=1.39, Synergy_Bliss=-0.403, Synergy_Loewe=-35.6, Synergy_HSA=-1.21. (4) Drug 1: CN1C(=O)N2C=NC(=C2N=N1)C(=O)N. Drug 2: CN(C(=O)NC(C=O)C(C(C(CO)O)O)O)N=O. Cell line: NCI-H226. Synergy scores: CSS=2.28, Synergy_ZIP=-1.80, Synergy_Bliss=-3.65, Synergy_Loewe=-0.894, Synergy_HSA=-1.68. (5) Drug 1: COC1=C(C=C2C(=C1)N=CN=C2NC3=CC(=C(C=C3)F)Cl)OCCCN4CCOCC4. Drug 2: C1C(C(OC1N2C=C(C(=O)NC2=O)F)CO)O. Cell line: SF-295. Synergy scores: CSS=45.5, Synergy_ZIP=1.68, Synergy_Bliss=4.17, Synergy_Loewe=2.12, Synergy_HSA=6.34. (6) Drug 1: C1CCC(C(C1)N)N.C(=O)(C(=O)[O-])[O-].[Pt+4]. Drug 2: C1C(C(OC1N2C=NC3=C2NC=NCC3O)CO)O. Cell line: CCRF-CEM. Synergy scores: CSS=61.0, Synergy_ZIP=-6.63, Synergy_Bliss=-8.34, Synergy_Loewe=-11.7, Synergy_HSA=-3.43. (7) Drug 1: C1=NC2=C(N1)C(=S)N=CN2. Drug 2: CN(C(=O)NC(C=O)C(C(C(CO)O)O)O)N=O. Cell line: OVCAR-5. Synergy scores: CSS=14.3, Synergy_ZIP=-5.02, Synergy_Bliss=0.519, Synergy_Loewe=-27.3, Synergy_HSA=-2.49. (8) Drug 1: CC(C)NC(=O)C1=CC=C(C=C1)CNNC.Cl. Drug 2: C1CN(P(=O)(OC1)NCCCl)CCCl. Cell line: OVCAR3. Synergy scores: CSS=-30.3, Synergy_ZIP=7.47, Synergy_Bliss=-10.5, Synergy_Loewe=-33.3, Synergy_HSA=-34.3. (9) Drug 1: C1CNP(=O)(OC1)N(CCCl)CCCl. Drug 2: N.N.Cl[Pt+2]Cl. Cell line: A498. Synergy scores: CSS=12.3, Synergy_ZIP=2.58, Synergy_Bliss=1.21, Synergy_Loewe=-26.2, Synergy_HSA=-1.78.